From a dataset of Experimentally validated miRNA-target interactions with 360,000+ pairs, plus equal number of negative samples. Binary Classification. Given a miRNA mature sequence and a target amino acid sequence, predict their likelihood of interaction. (1) The miRNA is dme-miR-4-3p with sequence AUAAAGCUAGACAACCAUUGA. The protein sequence of the target gene is MAAPSEVAAIAPGEGDGGGGGFGSWLDGRLEALGVDRAVYGAYILGILQEEEEEEKLDALQGILSAFLEEDSLLNICKEIVERWSETQNVVTKVKKEDEVQAIATLIEKQAQIVVKPRMVSEEEKQRKAALLAQYADVTDEEDEADEKDDSGATTMNIGSDKLLFRNTNVEDVLNARKLERDSLRDESQRKKEQDKLQRERDKLAKQERKEKEKKRTQRGERKR. Result: 0 (no interaction). (2) The miRNA is bta-miR-154a with sequence UAGGUUAUCCGUGUAGCCUUCG. The protein sequence of the target gene is MEREGSGGGGGSAGLLQQILSLKLVPRVGNGTLCPNSTSLCSFPEMWYGVFLWALMSSVFFHVPAGLLALFTLRHHKYGRFMSVSILLMGIVGPITAGILTSAAIAGVYRAAGKEMIPFEALTLGTGQTFCVVVVSFLRVLATL. Result: 0 (no interaction). (3) The protein sequence of the target gene is MATTVSTQRGPVYIGELPQDFLRITPTQQQRQVQLDAQAAQQLQYGGAVGTVGRLNITVVQAKLAKNYGMTRMDPYCRLRLGYAVYETPTAHNGAKNPRWNKVIHCTVPPGVDSFYLEIFDERAFSMDDRIAWTHITIPESLRQGKVEDKWYSLSGRQGDDKEGMINLVMSYALLPAAMVMPPQPVVLMPTVYQQGVGYVPITGMPAVCSPGMVPVALPPAAVNAQPRCSEEDLKAIQDMFPNMDQEVIRSVLEAQRGNKDAAINSLLQMGEEP. The miRNA is rno-miR-433-3p with sequence AUCAUGAUGGGCUCCUCGGUGU. Result: 0 (no interaction).